From a dataset of Catalyst prediction with 721,799 reactions and 888 catalyst types from USPTO. Predict which catalyst facilitates the given reaction. (1) Reactant: [NH2:1][C:2]1[CH:3]=[C:4]([CH:9]=[CH:10][C:11]=1[Cl:12])[C:5](=[N:7][OH:8])[NH2:6].[Br:13][C:14]1[CH:18]=[CH:17][O:16][C:15]=1[C:19](Cl)=O. Product: [NH2:1][C:2]1[CH:3]=[C:4]([C:5]2[N:6]=[C:19]([C:15]3[O:16][CH:17]=[CH:18][C:14]=3[Br:13])[O:8][N:7]=2)[CH:9]=[CH:10][C:11]=1[Cl:12]. The catalyst class is: 17. (2) The catalyst class is: 18. Reactant: [Cl:1][C:2]1[CH:22]=[C:21]([CH2:23][N:24]2[CH2:29][CH2:28][N:27]([S:30]([CH3:33])(=[O:32])=[O:31])[CH2:26][CH2:25]2)[CH:20]=[CH:19][C:3]=1[O:4][CH:5]1[CH2:10][CH2:9][N:8]([C:11]2[N:16]=[CH:15][C:14]([C:17]#[N:18])=[CH:13][N:12]=2)[CH2:7][CH2:6]1.[N-:34]=[N+:35]=[N-:36].[Na+].[NH4+].[Cl-]. Product: [Cl:1][C:2]1[CH:22]=[C:21]([CH2:23][N:24]2[CH2:29][CH2:28][N:27]([S:30]([CH3:33])(=[O:32])=[O:31])[CH2:26][CH2:25]2)[CH:20]=[CH:19][C:3]=1[O:4][CH:5]1[CH2:10][CH2:9][N:8]([C:11]2[N:16]=[CH:15][C:14]([C:17]3[N:34]=[N:35][NH:36][N:18]=3)=[CH:13][N:12]=2)[CH2:7][CH2:6]1. (3) Reactant: Cl.C(N=C=NCCCN(C)C)C.[OH:13][CH2:14][C:15]1[CH:23]=[CH:22][C:18]([C:19]([OH:21])=O)=[CH:17][CH:16]=1.[C:24]1([CH2:30][O:31][C:32]([C:34]2([NH2:40])[CH2:39][CH2:38][CH2:37][CH2:36][CH2:35]2)=[O:33])[CH:29]=[CH:28][CH:27]=[CH:26][CH:25]=1.ON1C2C=CC=CC=2N=N1. Product: [C:24]1([CH2:30][O:31][C:32]([C:34]2([NH:40][C:19]([C:18]3[CH:17]=[CH:16][C:15]([CH2:14][OH:13])=[CH:23][CH:22]=3)=[O:21])[CH2:35][CH2:36][CH2:37][CH2:38][CH2:39]2)=[O:33])[CH:25]=[CH:26][CH:27]=[CH:28][CH:29]=1. The catalyst class is: 2. (4) Reactant: [CH3:1][O:2][CH2:3][CH2:4][O:5][C:6]1[CH:7]=[C:8]([C:17]2[C:18]([CH3:23])=[N:19][NH:20][C:21]=2[NH2:22])[CH:9]=[CH:10][C:11]=1[O:12][CH2:13][CH2:14][O:15][CH3:16].[Cl:24][C:25]1[CH:26]=[C:27]([CH:30]=[CH:31][C:32]=1[OH:33])[CH:28]=O.FC(F)(F)C(O)=O. Product: [ClH:24].[Cl:24][C:25]1[CH:26]=[C:27]([C:28]2[C:9]3[CH:10]=[C:11]([O:12][CH2:13][CH2:14][O:15][CH3:16])[C:6]([O:5][CH2:4][CH2:3][O:2][CH3:1])=[CH:7][C:8]=3[C:17]3[C:18]([CH3:23])=[N:19][NH:20][C:21]=3[N:22]=2)[CH:30]=[CH:31][C:32]=1[OH:33]. The catalyst class is: 5. (5) Reactant: [CH2:1]([C:3]1[CH:4]=[C:5]([CH:8]=[CH:9][C:10]=1[OH:11])[CH:6]=[O:7])[CH3:2].[H-].[H-].[H-].[H-].[Li+].[Al+3].CCOCC. Product: [CH2:1]([C:3]1[CH:4]=[C:5]([CH2:6][OH:7])[CH:8]=[CH:9][C:10]=1[OH:11])[CH3:2]. The catalyst class is: 1. (6) Reactant: C([O:3][C:4]([C:6]1[C:11]([F:12])=[CH:10][C:9]([F:13])=[CH:8][N:7]=1)=O)C.[BH4-].[Na+].[Cl-].[NH4+]. Product: [F:12][C:11]1[C:6]([CH2:4][OH:3])=[N:7][CH:8]=[C:9]([F:13])[CH:10]=1. The catalyst class is: 8. (7) Reactant: [OH:1][C:2]1[CH:7]=[CH:6][CH:5]=[CH:4][C:3]=1[C:8]1[O:9][C:10]2[C:11](=[C:13]([C:17]([OH:19])=O)[CH:14]=[CH:15][CH:16]=2)[N:12]=1.[ClH:20].C(N=C=NCCCN(C)C)C.ON1C2C=CC=CC=2N=N1.Cl.Cl.[NH2:44][C@H:45]1[CH:50]2[CH2:51][CH2:52][N:47]([CH2:48][CH2:49]2)[CH2:46]1.C(N(CC)CC)C.C(=O)(O)[O-].[Na+]. Product: [ClH:20].[N:47]12[CH2:52][CH2:51][CH:50]([CH2:49][CH2:48]1)[C@H:45]([NH:44][C:17]([C:13]1[CH:14]=[CH:15][CH:16]=[C:10]3[O:9][C:8]([C:3]4[CH:4]=[CH:5][CH:6]=[CH:7][C:2]=4[OH:1])=[N:12][C:11]=13)=[O:19])[CH2:46]2. The catalyst class is: 39.